From a dataset of Catalyst prediction with 721,799 reactions and 888 catalyst types from USPTO. Predict which catalyst facilitates the given reaction. (1) Reactant: [H-].[H-].[H-].[H-].[Li+].[Al+3].[F:7][C:8]([F:18])([F:17])[CH:9]1[CH2:11][CH:10]1[C:12](OCC)=[O:13]. Product: [F:7][C:8]([F:18])([F:17])[CH:9]1[CH2:11][CH:10]1[CH2:12][OH:13]. The catalyst class is: 27. (2) Reactant: Br[C:2]1[CH:15]=[CH:14][C:5]([C:6]([NH:8][S:9]([CH2:12][CH3:13])(=[O:11])=[O:10])=[O:7])=[CH:4][C:3]=1[O:16][CH3:17].[Cl:18][C:19]1[C:20]([F:34])=[N:21][CH:22]=[C:23](B2OC(C)(C)C(C)(C)O2)[CH:24]=1.C([O-])([O-])=O.[Na+].[Na+]. Product: [Cl:18][C:19]1[CH:24]=[C:23]([C:2]2[CH:15]=[CH:14][C:5]([C:6]([NH:8][S:9]([CH2:12][CH3:13])(=[O:11])=[O:10])=[O:7])=[CH:4][C:3]=2[O:16][CH3:17])[CH:22]=[N:21][C:20]=1[F:34]. The catalyst class is: 203.